Dataset: Catalyst prediction with 721,799 reactions and 888 catalyst types from USPTO. Task: Predict which catalyst facilitates the given reaction. Product: [C:1]([O:5][C:6](=[O:8])[CH3:7])([CH3:4])([CH3:3])[CH3:2].[CH3:26][C:23]([CH3:24])([CH3:25])[C:22](=[O:27])[CH2:21][O:20][C:17]1[CH:18]=[CH:19][C:14]([C:11]([C:29]2[S:33][C:32]([S:34]([NH2:37])(=[O:36])=[O:35])=[C:31]([CH3:38])[CH:30]=2)([CH2:9][CH3:10])[CH2:12][CH3:13])=[CH:15][C:16]=1[CH3:28]. The catalyst class is: 4. Reactant: [C:1]([O:5][C:6](=[O:8])[CH3:7])([CH3:4])([CH3:3])[CH3:2].[CH2:9]([C:11]([C:29]1[S:33][C:32]([S:34]([NH2:37])(=[O:36])=[O:35])=[C:31]([CH3:38])[CH:30]=1)([C:14]1[CH:19]=[CH:18][C:17]([O:20][CH2:21][CH:22]([OH:27])[C:23]([CH3:26])([CH3:25])[CH3:24])=[C:16]([CH3:28])[CH:15]=1)[CH2:12][CH3:13])[CH3:10].[Cr](O[Cr]([O-])(=O)=O)([O-])(=O)=O.[NH+]1C=CC=CC=1.[NH+]1C=CC=CC=1.CC(OC(C)=O)=O.